Dataset: Forward reaction prediction with 1.9M reactions from USPTO patents (1976-2016). Task: Predict the product of the given reaction. (1) Given the reactants [CH3:1][O:2][C:3]1[C:4]([CH3:25])=[C:5]([C:16]([O:23][CH3:24])=[C:17]([O:21][CH3:22])[C:18]=1[O:19][CH3:20])[CH2:6][C:7]1[C:8]([OH:15])=[C:9]([CH:12]=[CH:13][CH:14]=1)[CH:10]=[O:11].C(=O)([O-])[O-].[Na+].[Na+].[CH2:32](Br)[C:33]1[CH:38]=[CH:37][CH:36]=[CH:35][CH:34]=1, predict the reaction product. The product is: [CH3:1][O:2][C:3]1[C:4]([CH3:25])=[C:5]([C:16]([O:23][CH3:24])=[C:17]([O:21][CH3:22])[C:18]=1[O:19][CH3:20])[CH2:6][C:7]1[C:8]([O:15][CH2:32][C:33]2[CH:38]=[CH:37][CH:36]=[CH:35][CH:34]=2)=[C:9]([CH:12]=[CH:13][CH:14]=1)[CH:10]=[O:11]. (2) Given the reactants [CH2:1]([O:8][C:9](=[O:19])[NH:10][C@H:11]([C:13](=[O:18])N(OC)C)[CH3:12])[C:2]1[CH:7]=[CH:6][CH:5]=[CH:4][CH:3]=1.Br[C:21]1[CH:26]=[C:25]([F:27])[CH:24]=[C:23]([F:28])[CH:22]=1, predict the reaction product. The product is: [CH2:1]([O:8][C:9](=[O:19])[NH:10][C@@H:11]([CH3:12])[C:13]([C:21]1[CH:26]=[C:25]([F:27])[CH:24]=[C:23]([F:28])[CH:22]=1)=[O:18])[C:2]1[CH:3]=[CH:4][CH:5]=[CH:6][CH:7]=1. (3) Given the reactants Cl[C:2]1[N:7]=[C:6]([NH:8][CH2:9][CH:10]2[CH2:15][CH2:14][CH2:13][CH2:12][CH2:11]2)[N:5]=[C:4]([NH:16][C:17]2[CH:22]=[CH:21][C:20]([O:23][CH3:24])=[C:19]([F:25])[CH:18]=2)[N:3]=1.[NH2:26][CH2:27][CH:28]1[CH2:32][CH2:31][CH2:30][N:29]1[CH2:33][CH3:34].[OH-].[Na+].O, predict the reaction product. The product is: [OH-:23].[NH4+:3].[CH:10]1([CH2:9][NH:8][C:6]2[N:7]=[C:2]([NH:26][CH2:27][CH:28]3[CH2:32][CH2:31][CH2:30][N:29]3[CH2:33][CH3:34])[N:3]=[C:4]([NH:16][C:17]3[CH:22]=[CH:21][C:20]([O:23][CH3:24])=[C:19]([F:25])[CH:18]=3)[N:5]=2)[CH2:15][CH2:14][CH2:13][CH2:12][CH2:11]1. (4) The product is: [CH3:25][N:22]1[CH2:23][CH2:24][C:19]2([N:18]=[C:17]([C:27]3[CH:32]=[C:31]([C:33]4[CH:34]=[CH:35][C:36]([C:39]([F:42])([F:41])[F:40])=[CH:37][CH:38]=4)[CH:30]=[C:29]([CH3:43])[N:28]=3)[CH2:16][CH2:20]2)[C:21]1=[O:26]. Given the reactants CC(C)([O-])C.[K+].C1(S([CH:16]2[CH2:20][C:19]3([CH2:24][CH2:23][N:22]([CH3:25])[C:21]3=[O:26])[NH:18][CH:17]2[C:27]2[CH:32]=[C:31]([C:33]3[CH:38]=[CH:37][C:36]([C:39]([F:42])([F:41])[F:40])=[CH:35][CH:34]=3)[CH:30]=[C:29]([CH3:43])[N:28]=2)(=O)=O)C=CC=CC=1.C(O)(=O)C, predict the reaction product. (5) The product is: [ClH:1].[NH2:2][C@@H:3]([CH2:7]/[CH:8]=[CH:9]/[CH2:10][C@H:11]1[CH2:12][CH2:13][CH2:14][CH2:15]/[C:16](=[N:20]/[OH:19])/[NH:17]1)[C:4]([OH:6])=[O:5]. Given the reactants [ClH:1].[NH2:2][C@@H:3]([CH2:7]/[CH:8]=[CH:9]/[CH2:10][C@@H:11]1[N:17]2C(=O)[O:19][N:20]=[C:16]2[CH2:15][CH2:14][CH2:13][CH2:12]1)[C:4]([OH:6])=[O:5].[K].[OH-].[Na+], predict the reaction product. (6) Given the reactants [Cl:1][C:2]1[CH:7]=[C:6]2[NH:8][C:9](=[O:41])[C:10]3([CH:15]([C:16]4[CH:21]=[C:20]([Cl:22])[CH:19]=[CH:18][C:17]=4[O:23][C:24]4([C:28]([O:30][CH3:31])=[O:29])[CH2:27][CH2:26][CH2:25]4)[CH2:14][C:13](=O)[NH:12][CH:11]3[C:33]3[CH:38]=[C:37]([F:39])[CH:36]=[CH:35][C:34]=3[CH3:40])[C:5]2=[CH:4][CH:3]=1.P12(SP3(SP(SP(S3)(S1)=S)(=S)S2)=S)=[S:43], predict the reaction product. The product is: [Cl:1][C:2]1[CH:7]=[C:6]2[NH:8][C:9](=[O:41])[C:10]3([CH:15]([C:16]4[CH:21]=[C:20]([Cl:22])[CH:19]=[CH:18][C:17]=4[O:23][C:24]4([C:28]([O:30][CH3:31])=[O:29])[CH2:27][CH2:26][CH2:25]4)[CH2:14][C:13](=[S:43])[NH:12][CH:11]3[C:33]3[CH:38]=[C:37]([F:39])[CH:36]=[CH:35][C:34]=3[CH3:40])[C:5]2=[CH:4][CH:3]=1. (7) Given the reactants [Cl:1][C:2]1[CH:7]=[CH:6][C:5]([N:8]2[C:12]([CH3:13])=[C:11]([C:14](O)=[O:15])[N:10]=[C:9]2[C:17]2[CH:22]=[CH:21][C:20]([Cl:23])=[CH:19][C:18]=2[Cl:24])=[CH:4][CH:3]=1.[C:25]([NH:31][NH2:32])(=[O:30])[C:26]([CH3:29])([CH3:28])[CH3:27].CCN=C=NCCCN(C)C.C1C=CC2N(O)N=NC=2C=1.CN1CCOCC1, predict the reaction product. The product is: [Cl:1][C:2]1[CH:7]=[CH:6][C:5]([N:8]2[C:12]([CH3:13])=[C:11]([C:14]([NH:32][NH:31][C:25](=[O:30])[C:26]([CH3:29])([CH3:28])[CH3:27])=[O:15])[N:10]=[C:9]2[C:17]2[CH:22]=[CH:21][C:20]([Cl:23])=[CH:19][C:18]=2[Cl:24])=[CH:4][CH:3]=1. (8) Given the reactants C(P(C(C)(C)C)C1C=CC=CC=1C1C=CC=CC=1)(C)(C)C.CC(C)([O-])C.[Na+].Cl[C:29]1[CH:69]=[CH:68][C:32]([CH2:33][O:34][CH:35]2[CH:40]([C:41]3[CH:46]=[CH:45][C:44]([O:47][CH2:48][CH2:49][CH2:50][O:51][CH2:52][C:53]4[CH:58]=[CH:57][CH:56]=[CH:55][C:54]=4[O:59][CH3:60])=[CH:43][CH:42]=3)[CH2:39][CH2:38][N:37]([C:61]([O:63][C:64]([CH3:67])([CH3:66])[CH3:65])=[O:62])[CH2:36]2)=[CH:31][C:30]=1[O:70][CH2:71][CH2:72][CH2:73][O:74][CH3:75].[NH:76]1[CH2:81][CH2:80][O:79][CH2:78][CH2:77]1, predict the reaction product. The product is: [CH3:60][O:59][C:54]1[CH:55]=[CH:56][CH:57]=[CH:58][C:53]=1[CH2:52][O:51][CH2:50][CH2:49][CH2:48][O:47][C:44]1[CH:45]=[CH:46][C:41]([CH:40]2[CH2:39][CH2:38][N:37]([C:61]([O:63][C:64]([CH3:67])([CH3:66])[CH3:65])=[O:62])[CH2:36][CH:35]2[O:34][CH2:33][C:32]2[CH:68]=[CH:69][C:29]([N:76]3[CH2:81][CH2:80][O:79][CH2:78][CH2:77]3)=[C:30]([O:70][CH2:71][CH2:72][CH2:73][O:74][CH3:75])[CH:31]=2)=[CH:42][CH:43]=1. (9) Given the reactants [CH3:1][C:2]1[C:6]([C:7]([NH:9][N:10]2[CH2:15][CH2:14][CH2:13][CH2:12][CH2:11]2)=[O:8])=[N:5][N:4]([C:16]2[CH:17]=[CH:18][C:19]([Cl:23])=[CH:20][C:21]=2[Cl:22])[C:3]=1[C:24]1[CH:25]=[CH:26][C:27]([Cl:30])=[CH:28][CH:29]=1.Cl.C(Cl)Cl.N, predict the reaction product. The product is: [CH3:1][C:2]1[C:6]([C:7]([NH:9][N:10]2[CH2:11][CH2:12][CH2:13][CH2:14][CH2:15]2)=[O:8])=[N:5][N:4]([C:16]2[CH:17]=[CH:18][C:19]([Cl:23])=[CH:20][C:21]=2[Cl:22])[C:3]=1[C:24]1[CH:25]=[CH:26][C:27]([Cl:30])=[CH:28][CH:29]=1. (10) Given the reactants [O:1]1[CH2:5][CH2:4][CH2:3][C@@H:2]1[C:6]([OH:8])=O.CCN(CC)CC.F[P-](F)(F)(F)(F)F.N1(O[P+](N(C)C)(N(C)C)N(C)C)C2C=CC=CC=2N=N1.[F:43][C:44]([F:74])([F:73])[C:45]1[CH:46]=[C:47]([C:55]([CH3:72])([CH3:71])[C:56]([N:58]([CH3:70])[C@H:59]2[C@H:63]([C:64]3[CH:69]=[CH:68][CH:67]=[CH:66][CH:65]=3)[CH2:62][NH:61][CH2:60]2)=[O:57])[CH:48]=[C:49]([C:51]([F:54])([F:53])[F:52])[CH:50]=1, predict the reaction product. The product is: [F:53][C:51]([F:52])([F:54])[C:49]1[CH:48]=[C:47]([C:55]([CH3:71])([CH3:72])[C:56]([N:58]([CH3:70])[C@H:59]2[C@H:63]([C:64]3[CH:69]=[CH:68][CH:67]=[CH:66][CH:65]=3)[CH2:62][N:61]([C:6]([C@H:2]3[CH2:3][CH2:4][CH2:5][O:1]3)=[O:8])[CH2:60]2)=[O:57])[CH:46]=[C:45]([C:44]([F:43])([F:73])[F:74])[CH:50]=1.